Dataset: Forward reaction prediction with 1.9M reactions from USPTO patents (1976-2016). Task: Predict the product of the given reaction. Given the reactants [Br:1][C:2]1[CH:7]=[C:6]([N+:8]([O-:10])=[O:9])[CH:5]=[CH:4][C:3]=1F.O[CH2:13][CH2:14][N:15]1[CH2:19][CH2:18][CH2:17][CH2:16]1.[C:20]([O-])([O-])=[O:21].[K+].[K+], predict the reaction product. The product is: [Br:1][C:2]1[CH:7]=[C:6]([N+:8]([O-:10])=[O:9])[CH:5]=[CH:4][C:3]=1[O:21][CH2:20][CH2:13][CH2:14][N:15]1[CH2:19][CH2:18][CH2:17][CH2:16]1.